Task: Binary Classification. Given a drug SMILES string, predict its activity (active/inactive) in a high-throughput screening assay against a specified biological target.. Dataset: HIV replication inhibition screening data with 41,000+ compounds from the AIDS Antiviral Screen (1) The compound is O=C1N=NC(Cl)c2ccccc21. The result is 0 (inactive). (2) The result is 0 (inactive). The drug is Cc1ccc(C[N+](C)(C)c2ccccc2)o1.